Dataset: Full USPTO retrosynthesis dataset with 1.9M reactions from patents (1976-2016). Task: Predict the reactants needed to synthesize the given product. (1) Given the product [NH2:32][C:4]1[S:3][C:2]([C:42]2[C:43]([C:47]([F:49])([F:50])[F:48])=[CH:44][CH:45]=[CH:46][C:41]=2[F:40])=[N:6][C:5]=1[C:7]([NH:8][C:9]1[CH:10]=[N:11][N:12]([CH3:30])[C:13]=1[C@@H:14]1[CH2:20][CH2:19][C@@H:18]([NH2:21])[C@H:17]([F:29])[CH2:16][O:15]1)=[O:31], predict the reactants needed to synthesize it. The reactants are: Br[C:2]1[S:3][C:4]([NH:32]C(=O)OC(C)(C)C)=[C:5]([C:7](=[O:31])[NH:8][C:9]2[CH:10]=[N:11][N:12]([CH3:30])[C:13]=2[C@@H:14]2[CH2:20][CH2:19][C@@H:18]([NH:21]C(OC(C)(C)C)=O)[C@H:17]([F:29])[CH2:16][O:15]2)[N:6]=1.[F:40][C:41]1[CH:46]=[CH:45][CH:44]=[C:43]([C:47]([F:50])([F:49])[F:48])[C:42]=1B(O)O. (2) Given the product [NH2:8][C:9]1[O:17][C:16]2[C:11](=[N:12][CH:13]=[C:14]([CH2:18][CH2:19][CH2:20][O:21][CH3:22])[CH:15]=2)[C:10]=1[C:23]([NH:25][C:26]1[CH:27]=[N:28][CH:29]=[CH:30][C:31]=1[N:32]1[CH2:37][C@H:36]([C:38]([F:41])([F:40])[F:39])[CH2:35][C@H:34]([NH2:42])[CH2:33]1)=[O:24], predict the reactants needed to synthesize it. The reactants are: C(OC([NH:8][C:9]1[O:17][C:16]2[C:11](=[N:12][CH:13]=[C:14]([CH2:18][CH2:19][CH2:20][O:21][CH3:22])[CH:15]=2)[C:10]=1[C:23]([NH:25][C:26]1[CH:27]=[N:28][CH:29]=[CH:30][C:31]=1[N:32]1[CH2:37][C@H:36]([C:38]([F:41])([F:40])[F:39])[CH2:35][C@H:34]([NH:42]C(=O)OC(C)(C)C)[CH2:33]1)=[O:24])=O)(C)(C)C.C(Cl)Cl.C(O)(C(F)(F)F)=O.